From a dataset of Catalyst prediction with 721,799 reactions and 888 catalyst types from USPTO. Predict which catalyst facilitates the given reaction. (1) Product: [ClH:26].[Cl:33][C:21]1[CH:22]=[C:23]([C:27]2[CH:28]=[N:29][CH:30]=[CH:31][CH:32]=2)[CH:24]=[C:25]([Cl:26])[C:20]=1[CH2:19][CH:16]1[CH2:17][CH2:18][N:14]([C@H:11]2[CH2:12][CH2:13][C@@H:8]([OH:7])[CH2:9][CH2:10]2)[C:15]1=[O:34]. The catalyst class is: 5. Reactant: Cl.C([Si](C)(C)[O:7][C@@H:8]1[CH2:13][CH2:12][C@H:11]([N:14]2[CH2:18][CH2:17][CH:16]([CH2:19][C:20]3[C:25]([Cl:26])=[CH:24][C:23]([C:27]4[CH:28]=[N:29][CH:30]=[CH:31][CH:32]=4)=[CH:22][C:21]=3[Cl:33])[C:15]2=[O:34])[CH2:10][CH2:9]1)(C)(C)C. (2) Reactant: [Cl:1][C:2]1[N:7]=[C:6]2[N:8]([CH3:12])[C:9]([CH3:11])=[N:10][C:5]2=[CH:4][C:3]=1[CH:13]=O.Cl.[NH2:16][OH:17].C(N(CC)CC)C. Product: [Cl:1][C:2]1[N:7]=[C:6]2[N:8]([CH3:12])[C:9]([CH3:11])=[N:10][C:5]2=[CH:4][C:3]=1[CH:13]=[N:16][OH:17]. The catalyst class is: 5.